This data is from Full USPTO retrosynthesis dataset with 1.9M reactions from patents (1976-2016). The task is: Predict the reactants needed to synthesize the given product. (1) The reactants are: N[C@@H:2]([CH:26](C)[CH3:27])[C:3](OCN1C(=O)[CH2:27][CH2:26][CH:2](N2C(=O)C3C(=CC=CC=3)C2=O)[C:3]1=O)=O.[NH2:29][C:30]([CH3:55])([CH3:54])[C:31]([O:33][CH2:34][N:35]1[C:40](=[O:41])[CH2:39][CH2:38][CH:37]([N:42]2[C:50](=[O:51])[C:49]3[C:44](=[CH:45][CH:46]=[CH:47][CH:48]=3)[C:43]2=[O:52])[C:36]1=[O:53])=[O:32]. Given the product [CH3:54][C:30]([N:29]1[CH2:27][CH2:26][CH2:2][CH2:3]1)([CH3:55])[C:31]([O:33][CH2:34][N:35]1[C:40](=[O:41])[CH2:39][CH2:38][CH:37]([N:42]2[C:50](=[O:51])[C:49]3[C:44](=[CH:45][CH:46]=[CH:47][CH:48]=3)[C:43]2=[O:52])[C:36]1=[O:53])=[O:32], predict the reactants needed to synthesize it. (2) Given the product [OH:24][CH2:23][CH:22]([SH:21])[CH2:25][S:26][CH:9]([C:10]1[CH:14]=[CH:13][S:12][CH:11]=1)[CH2:8][C:4]1[O:3][C:2]([CH3:1])([C:15]2[CH:20]=[CH:19][CH:18]=[CH:17][CH:16]=2)[C:6](=[O:7])[CH:5]=1, predict the reactants needed to synthesize it. The reactants are: [CH3:1][C:2]1([C:15]2[CH:20]=[CH:19][CH:18]=[CH:17][CH:16]=2)[C:6](=[O:7])[CH:5]=[C:4](/[CH:8]=[CH:9]/[C:10]2[CH:14]=[CH:13][S:12][CH:11]=2)[O:3]1.[SH:21][CH:22]([CH2:25][SH:26])[CH2:23][OH:24]. (3) Given the product [C:1]([O:5][C:6]([N:8]1[C:16]2[C:11](=[CH:12][C:13]([O:17][CH2:18][CH2:19][CH2:20][CH2:21][N:25]([CH2:26][CH3:27])[CH2:23][CH3:24])=[CH:14][CH:15]=2)[CH:10]=[CH:9]1)=[O:7])([CH3:4])([CH3:3])[CH3:2], predict the reactants needed to synthesize it. The reactants are: [C:1]([O:5][C:6]([N:8]1[C:16]2[C:11](=[CH:12][C:13]([O:17][CH2:18][CH2:19][CH2:20][CH2:21]Br)=[CH:14][CH:15]=2)[CH:10]=[CH:9]1)=[O:7])([CH3:4])([CH3:3])[CH3:2].[CH2:23]([NH:25][CH2:26][CH3:27])[CH3:24]. (4) The reactants are: [F:1][C:2]1[C:3]([O:29][CH2:30][C:31]2[CH:36]=[CH:35][CH:34]=[CH:33][CH:32]=2)=[C:4]([C:8]2[N:13]([CH2:14][CH2:15][C:16]3[CH:21]=[CH:20][CH:19]=[CH:18][CH:17]=3)[C:12](=[O:22])[C:11]([C:23]3[NH:24][CH:25]=[CH:26][CH:27]=3)=[C:10]([CH3:28])[N:9]=2)[CH:5]=[CH:6][CH:7]=1.[C:37](=O)([O-])[O-].[Cs+].[Cs+].CI. Given the product [F:1][C:2]1[C:3]([O:29][CH2:30][C:31]2[CH:36]=[CH:35][CH:34]=[CH:33][CH:32]=2)=[C:4]([C:8]2[N:13]([CH2:14][CH2:15][C:16]3[CH:21]=[CH:20][CH:19]=[CH:18][CH:17]=3)[C:12](=[O:22])[C:11]([C:23]3[N:24]([CH3:37])[CH:25]=[CH:26][CH:27]=3)=[C:10]([CH3:28])[N:9]=2)[CH:5]=[CH:6][CH:7]=1, predict the reactants needed to synthesize it. (5) Given the product [F:17][C:3]1[CH:2]=[CH:1][CH:6]=[C:5]([F:7])[C:4]=1[CH2:8][N:9]1[CH:10]=[C:11]([C:14]([O:33][CH3:30])=[O:15])[N:12]=[N:13]1, predict the reactants needed to synthesize it. The reactants are: [CH:1]1[CH:2]=[C:3]([F:17])[C:4]([CH2:8][N:9]2[N:13]=[N:12][C:11]([C:14](N)=[O:15])=[CH:10]2)=[C:5]([F:7])[CH:6]=1.FC1C=CC=C(F)C=1CN=[N+]=[N-].[C:30](OC)(=[O:33])CC.